From a dataset of Reaction yield outcomes from USPTO patents with 853,638 reactions. Predict the reaction yield, written as a fraction of the theoretical maximum amount of product (1.0 means a 100% yield; for example, 0.34 means a 34% yield). (1) The reactants are [Cl:1][C:2]1[N:3]=[CH:4][C:5]2[N:11]([CH3:12])[C:10](=[O:13])[CH2:9][CH2:8][N:7]([CH:14]3[CH2:18][CH2:17][CH2:16][CH2:15]3)[C:6]=2[N:19]=1.C([N-]C(C)C)(C)C.[Li+].[CH:28](=[O:30])[CH3:29].C(OCC)(=O)C. The catalyst is O1CCCC1. The product is [Cl:1][C:2]1[N:3]=[CH:4][C:5]2[N:11]([CH3:12])[C:10](=[O:13])[CH:9]([CH:28]([OH:30])[CH3:29])[CH2:8][N:7]([CH:14]3[CH2:18][CH2:17][CH2:16][CH2:15]3)[C:6]=2[N:19]=1. The yield is 0.860. (2) The reactants are [O:1]=[C:2]1[C:7]2[C:8]([C:29]3[CH:34]=[CH:33][CH:32]=[CH:31][CH:30]=3)=[C:9]([C:11]3[CH:16]=[CH:15][C:14]([C:17]4([NH:21][C:22](=[O:28])[O:23][C:24]([CH3:27])([CH3:26])[CH3:25])[CH2:20][CH2:19][CH2:18]4)=[CH:13][CH:12]=3)[O:10][C:6]=2[CH:5]=[CH:4][NH:3]1.CI.[C:37](=O)([O-])[O-].[K+].[K+]. The catalyst is CN(C=O)C.C(Cl)Cl.O. The product is [CH3:37][N:3]1[CH:4]=[CH:5][C:6]2[O:10][C:9]([C:11]3[CH:12]=[CH:13][C:14]([C:17]4([NH:21][C:22](=[O:28])[O:23][C:24]([CH3:26])([CH3:27])[CH3:25])[CH2:20][CH2:19][CH2:18]4)=[CH:15][CH:16]=3)=[C:8]([C:29]3[CH:30]=[CH:31][CH:32]=[CH:33][CH:34]=3)[C:7]=2[C:2]1=[O:1]. The yield is 0.670. (3) No catalyst specified. The yield is 0.850. The product is [Cl:63][C:58]1[N:59]=[CH:60][CH:61]=[CH:62][C:57]=1[C:56]([NH:55][C:52]1[CH:51]=[CH:50][C:49]([C:44]2[CH:43]=[C:42]3[C:47]([CH2:48][N:40]([C@@H:36]([CH:37]([CH3:39])[CH3:38])[C:35]([OH:66])=[O:34])[C:41]3=[O:65])=[CH:46][CH:45]=2)=[CH:54][CH:53]=1)=[O:64]. The reactants are C(NC1C=CC(C2C=C3C(CN([C@@H](C(C)C)C(O)=O)C3=O)=CC=2)=CC=1)(=O)C1C=CC=CC=1.C[O:34][C:35](=[O:66])[C@@H:36]([N:40]1[CH2:48][C:47]2[C:42](=[CH:43][C:44]([C:49]3[CH:54]=[CH:53][C:52]([NH:55][C:56](=[O:64])[C:57]4[CH:62]=[CH:61][CH:60]=[N:59][C:58]=4[Cl:63])=[CH:51][CH:50]=3)=[CH:45][CH:46]=2)[C:41]1=[O:65])[CH:37]([CH3:39])[CH3:38]. (4) The reactants are CO[C:3]1[CH:4]=[CH:5][C:6]([N+:14]([O-:16])=[O:15])=[C:7]([N:9]2[CH:13]=[CH:12][CH:11]=[N:10]2)[CH:8]=1.[NH:17]1[CH2:22][CH2:21][O:20][CH2:19][CH2:18]1. No catalyst specified. The product is [N+:14]([C:6]1[CH:5]=[CH:4][C:3]([N:17]2[CH2:22][CH2:21][O:20][CH2:19][CH2:18]2)=[CH:8][C:7]=1[N:9]1[CH:13]=[CH:12][CH:11]=[N:10]1)([O-:16])=[O:15]. The yield is 0.0900.